Dataset: Forward reaction prediction with 1.9M reactions from USPTO patents (1976-2016). Task: Predict the product of the given reaction. (1) The product is: [C:6]([N:18]1[CH2:22][CH2:23][CH2:24][CH2:25][CH2:26]1)([O:5][C:9]([CH3:14])([CH3:10])[CH3:8])=[O:16]. Given the reactants CN1C[CH2:6][O:5]CC1.[CH3:8][CH:9]1[CH2:14]C(C)CN[CH2:10]1.[OH2:16].O[N:18]1[C:22]2[CH:23]=[CH:24][CH:25]=[CH:26]C=2N=N1.Cl.CN(C)CCCN=C=NCC, predict the reaction product. (2) Given the reactants [CH3:1][CH:2]([N:4]1[C:12](/[CH:13]=[CH:14]/[C@H:15]([OH:24])[CH2:16][C@H:17]([OH:23])[CH2:18][C:19]([O:21]C)=[O:20])=[C:11]([C:25]2[CH:30]=[CH:29][C:28]([F:31])=[CH:27][CH:26]=2)[C:10]2[C:5]1=[CH:6][CH:7]=[CH:8][CH:9]=2)[CH3:3].[OH-].[Na+:33].C(#N)C, predict the reaction product. The product is: [CH3:3][CH:2]([N:4]1[C:12](/[CH:13]=[CH:14]/[CH:15]([OH:24])[CH2:16][CH:17]([OH:23])[CH2:18][C:19]([O-:21])=[O:20])=[C:11]([C:25]2[CH:26]=[CH:27][C:28]([F:31])=[CH:29][CH:30]=2)[C:10]2[CH:9]=[CH:8][CH:7]=[CH:6][C:5]1=2)[CH3:1].[Na+:33]. (3) Given the reactants [F:1][C:2]1[CH:7]=[CH:6][C:5]([CH:8]2[O:12]C(=O)[NH:10][CH:9]2[CH2:14][C:15]2[CH:20]=[CH:19][C:18]([CH3:21])=[C:17]([O:22][C:23]([F:28])([F:27])[CH:24]([F:26])[F:25])[CH:16]=2)=[CH:4][CH:3]=1.[OH-].[Na+], predict the reaction product. The product is: [NH2:10][CH:9]([CH2:14][C:15]1[CH:20]=[CH:19][C:18]([CH3:21])=[C:17]([O:22][C:23]([F:28])([F:27])[CH:24]([F:26])[F:25])[CH:16]=1)[CH:8]([C:5]1[CH:6]=[CH:7][C:2]([F:1])=[CH:3][CH:4]=1)[OH:12]. (4) Given the reactants C(OCCCC)CCC.[C:10]1([Li])[CH:15]=[CH:14][CH:13]=[CH:12][CH:11]=1.C(OCC)C.[C:22]1([C:28]2[C:33]([C:34]3[CH:39]=[CH:38][CH:37]=[CH:36][CH:35]=3)=[N:32][CH:31]=[CH:30][N:29]=2)[CH:27]=[CH:26][CH:25]=[CH:24][CH:23]=1, predict the reaction product. The product is: [C:22]1([C:28]2[C:33]([C:34]3[CH:35]=[CH:36][CH:37]=[CH:38][CH:39]=3)=[N:32][C:31]([C:10]3[CH:15]=[CH:14][CH:13]=[CH:12][CH:11]=3)=[CH:30][N:29]=2)[CH:27]=[CH:26][CH:25]=[CH:24][CH:23]=1.